From a dataset of Peptide-MHC class I binding affinity with 185,985 pairs from IEDB/IMGT. Regression. Given a peptide amino acid sequence and an MHC pseudo amino acid sequence, predict their binding affinity value. This is MHC class I binding data. (1) The peptide sequence is AEFWDVFLS. The MHC is HLA-B58:01 with pseudo-sequence HLA-B58:01. The binding affinity (normalized) is 0.0847. (2) The binding affinity (normalized) is 0.457. The MHC is HLA-A26:01 with pseudo-sequence HLA-A26:01. The peptide sequence is YVIKVSARV. (3) The peptide sequence is SMMSFSAAL. The MHC is HLA-A68:02 with pseudo-sequence HLA-A68:02. The binding affinity (normalized) is 0.427. (4) The peptide sequence is HAAVRRNAF. The MHC is HLA-B58:01 with pseudo-sequence HLA-B58:01. The binding affinity (normalized) is 0.0847.